Dataset: Forward reaction prediction with 1.9M reactions from USPTO patents (1976-2016). Task: Predict the product of the given reaction. (1) Given the reactants [NH2:1][C:2]1[CH:3]=[C:4]2[C:9](=[CH:10][CH:11]=1)[N:8]=[C:7]([CH3:12])[CH:6]=[CH:5]2.[C:13]([O:18][CH2:19][CH:20]([CH3:22])[CH3:21])(=[O:17])[C:14]([CH3:16])=O, predict the reaction product. The product is: [CH2:19]([O:18][C:13](=[O:17])[C@H:14]([CH3:16])[NH:1][C:2]1[CH:3]=[C:4]2[C:9](=[CH:10][CH:11]=1)[N:8]=[C:7]([CH3:12])[CH:6]=[CH:5]2)[CH:20]([CH3:22])[CH3:21]. (2) Given the reactants [O:1]=[S:2]1(=[O:24])[CH2:7][CH:6]=[C:5]([C:8]2[CH:9]=[CH:10][C:11]([N+:21]([O-])=O)=[C:12]([N:14]3[CH2:19][CH2:18][CH:17]([CH3:20])[CH2:16][CH2:15]3)[CH:13]=2)[CH2:4][CH2:3]1, predict the reaction product. The product is: [O:24]=[S:2]1(=[O:1])[CH2:7][CH2:6][CH:5]([C:8]2[CH:9]=[CH:10][C:11]([NH2:21])=[C:12]([N:14]3[CH2:15][CH2:16][CH:17]([CH3:20])[CH2:18][CH2:19]3)[CH:13]=2)[CH2:4][CH2:3]1. (3) Given the reactants Br[C:2]1[C:3]([C:15]#[N:16])=[N:4][N:5]([C:11]([CH3:14])([CH3:13])[CH3:12])[C:6]=1[CH2:7][CH2:8][CH2:9][CH3:10].[CH3:17][C:18]([CH3:32])([CH3:31])[C:19]([NH:21][C:22]1[CH:27]=[CH:26][CH:25]=[CH:24][C:23]=1B(O)O)=[O:20].C(O)CC.C(=O)([O-])[O-].[Na+].[Na+], predict the reaction product. The product is: [CH2:7]([C:6]1[N:5]([C:11]([CH3:14])([CH3:13])[CH3:12])[N:4]=[C:3]([C:15]#[N:16])[C:2]=1[C:23]1[CH:24]=[CH:25][CH:26]=[CH:27][C:22]=1[NH:21][C:19](=[O:20])[C:18]([CH3:31])([CH3:17])[CH3:32])[CH2:8][CH2:9][CH3:10]. (4) Given the reactants Cl.[CH:2]1([NH:5][C:6]([NH:8][C:9]2[CH:14]=[CH:13][C:12]([C:15]3[N:16]=[C:17]([N:24]4[CH2:29][CH2:28][O:27][CH2:26][C@@H:25]4[CH3:30])[C:18]4[CH2:23][NH:22][CH2:21][C:19]=4[N:20]=3)=[C:11]([F:31])[CH:10]=2)=[O:7])[CH2:4][CH2:3]1.C(N(CC)CC)C.[CH3:39][C:40]([CH3:42])=O.C(O[BH-](OC(=O)C)OC(=O)C)(=O)C.[Na+], predict the reaction product. The product is: [CH:2]1([NH:5][C:6]([NH:8][C:9]2[CH:14]=[CH:13][C:12]([C:15]3[N:16]=[C:17]([N:24]4[CH2:29][CH2:28][O:27][CH2:26][C@@H:25]4[CH3:30])[C:18]4[CH2:23][N:22]([CH:40]([CH3:42])[CH3:39])[CH2:21][C:19]=4[N:20]=3)=[C:11]([F:31])[CH:10]=2)=[O:7])[CH2:3][CH2:4]1. (5) Given the reactants [Br:1][C:2]1[CH:3]=[C:4]([C:8]([CH3:13])([CH3:12])[C:9]([OH:11])=O)[CH:5]=[CH:6][CH:7]=1.C(Cl)(=O)C(Cl)=O.CN(C)C=O.[NH2:25][C:26]1[CH:27]=[C:28]([CH:45]=[CH:46][CH:47]=1)[O:29][C:30]1[CH:42]=[CH:41][C:33]2[N:34]=[C:35]([NH:37][C:38](=[O:40])[CH3:39])[S:36][C:32]=2[C:31]=1[C:43]#[N:44], predict the reaction product. The product is: [C:38]([NH:37][C:35]1[S:36][C:32]2[C:31]([C:43]#[N:44])=[C:30]([O:29][C:28]3[CH:27]=[C:26]([NH:25][C:9](=[O:11])[C:8]([C:4]4[CH:5]=[CH:6][CH:7]=[C:2]([Br:1])[CH:3]=4)([CH3:13])[CH3:12])[CH:47]=[CH:46][CH:45]=3)[CH:42]=[CH:41][C:33]=2[N:34]=1)(=[O:40])[CH3:39].